Dataset: NCI-60 drug combinations with 297,098 pairs across 59 cell lines. Task: Regression. Given two drug SMILES strings and cell line genomic features, predict the synergy score measuring deviation from expected non-interaction effect. (1) Drug 1: COC1=C(C=C2C(=C1)N=CN=C2NC3=CC(=C(C=C3)F)Cl)OCCCN4CCOCC4. Drug 2: C1=CN(C=N1)CC(O)(P(=O)(O)O)P(=O)(O)O. Cell line: COLO 205. Synergy scores: CSS=-0.0735, Synergy_ZIP=-2.80, Synergy_Bliss=-0.765, Synergy_Loewe=-7.01, Synergy_HSA=-1.91. (2) Drug 1: CS(=O)(=O)CCNCC1=CC=C(O1)C2=CC3=C(C=C2)N=CN=C3NC4=CC(=C(C=C4)OCC5=CC(=CC=C5)F)Cl. Drug 2: C(CN)CNCCSP(=O)(O)O. Cell line: MDA-MB-435. Synergy scores: CSS=0.117, Synergy_ZIP=-0.721, Synergy_Bliss=-2.60, Synergy_Loewe=-4.67, Synergy_HSA=-5.97. (3) Drug 1: C1=CC(=CC=C1CCCC(=O)O)N(CCCl)CCCl. Drug 2: CCC1(C2=C(COC1=O)C(=O)N3CC4=CC5=C(C=CC(=C5CN(C)C)O)N=C4C3=C2)O.Cl. Cell line: SNB-75. Synergy scores: CSS=31.7, Synergy_ZIP=-4.60, Synergy_Bliss=2.79, Synergy_Loewe=-0.0699, Synergy_HSA=3.44.